From a dataset of Full USPTO retrosynthesis dataset with 1.9M reactions from patents (1976-2016). Predict the reactants needed to synthesize the given product. (1) Given the product [CH3:1][O:2][C:3]1[CH:8]=[C:7]([CH3:9])[C:6]([S:10]([NH:29][CH2:28][C:18]2[C:19]([C:22]3[CH:27]=[CH:26][CH:25]=[CH:24][CH:23]=3)=[N:20][O:21][C:17]=2[CH3:16])(=[O:12])=[O:11])=[C:5]([CH3:14])[C:4]=1[CH3:15], predict the reactants needed to synthesize it. The reactants are: [CH3:1][O:2][C:3]1[CH:8]=[C:7]([CH3:9])[C:6]([S:10](Cl)(=[O:12])=[O:11])=[C:5]([CH3:14])[C:4]=1[CH3:15].[CH3:16][C:17]1[O:21][N:20]=[C:19]([C:22]2[CH:27]=[CH:26][CH:25]=[CH:24][CH:23]=2)[C:18]=1[CH2:28][NH2:29]. (2) Given the product [NH2:24][C@@H:25]1[CH2:30][CH2:29][C@H:28]([NH:31][C:2]2[N:11]=[C:10]([N:12]([CH3:14])[CH3:13])[C:9]3[CH2:8][CH2:7][CH2:6][CH2:5][C:4]=3[N:3]=2)[CH2:27][CH2:26]1, predict the reactants needed to synthesize it. The reactants are: Cl[C:2]1[N:11]=[C:10]([N:12]([CH3:14])[CH3:13])[C:9]2[CH2:8][CH2:7][CH2:6][CH2:5][C:4]=2[N:3]=1.C(OC(=O)[NH:24][C@H:25]1[CH2:30][CH2:29][C@@H:28]([NH2:31])[CH2:27][CH2:26]1)C1C=CC=CC=1.C([O-])(O)=O.[Na+].